Dataset: Catalyst prediction with 721,799 reactions and 888 catalyst types from USPTO. Task: Predict which catalyst facilitates the given reaction. (1) Reactant: [CH2:1]([O:8][C:9]([NH:11][C:12]([CH:31]=O)([CH2:18][CH2:19][CH2:20][CH2:21][B:22]1[O:26][C:25]([CH3:28])([CH3:27])[C:24]([CH3:30])([CH3:29])[O:23]1)[C:13]([O:15][CH2:16][CH3:17])=[O:14])=[O:10])[C:2]1[CH:7]=[CH:6][CH:5]=[CH:4][CH:3]=1.[NH:33]1[CH2:38][CH2:37][CH2:36][CH2:35][CH2:34]1.C(O)(=O)C.C(O[BH-](OC(=O)C)OC(=O)C)(=O)C.[Na+]. The catalyst class is: 26. Product: [CH2:1]([O:8][C:9]([NH:11][C:12]([CH2:31][N:33]1[CH2:38][CH2:37][CH2:36][CH2:35][CH2:34]1)([CH2:18][CH2:19][CH2:20][CH2:21][B:22]1[O:23][C:24]([CH3:30])([CH3:29])[C:25]([CH3:27])([CH3:28])[O:26]1)[C:13]([O:15][CH2:16][CH3:17])=[O:14])=[O:10])[C:2]1[CH:7]=[CH:6][CH:5]=[CH:4][CH:3]=1. (2) Reactant: [CH2:1]([O:3][C:4](=[O:35])[C:5]([O:8][C:9]1[CH:14]=[CH:13][C:12]([O:15][CH2:16][CH2:17][CH:18]2[CH2:22][N:21](CC3C=CC(OC)=CC=3)[C:20](=[O:32])[N:19]2[CH3:33])=[CH:11][C:10]=1[CH3:34])([CH3:7])[CH3:6])[CH3:2]. Product: [CH2:1]([O:3][C:4](=[O:35])[C:5]([CH3:7])([O:8][C:9]1[CH:14]=[CH:13][C:12]([O:15][CH2:16][CH2:17][CH:18]2[CH2:22][NH:21][C:20](=[O:32])[N:19]2[CH3:33])=[CH:11][C:10]=1[CH3:34])[CH3:6])[CH3:2]. The catalyst class is: 67.